Dataset: Full USPTO retrosynthesis dataset with 1.9M reactions from patents (1976-2016). Task: Predict the reactants needed to synthesize the given product. Given the product [C:20]([O:19][C:17]([N:3]1[C:2]([CH3:1])=[C:6]([B:7]2[O:11][C:10]([CH3:12])([CH3:13])[C:9]([CH3:15])([CH3:14])[O:8]2)[C:5]([CH3:16])=[N:4]1)=[O:18])([CH3:23])([CH3:22])[CH3:21], predict the reactants needed to synthesize it. The reactants are: [CH3:1][C:2]1[C:6]([B:7]2[O:11][C:10]([CH3:13])([CH3:12])[C:9]([CH3:15])([CH3:14])[O:8]2)=[C:5]([CH3:16])[NH:4][N:3]=1.[C:17](O[C:17]([O:19][C:20]([CH3:23])([CH3:22])[CH3:21])=[O:18])([O:19][C:20]([CH3:23])([CH3:22])[CH3:21])=[O:18].C([O-])([O-])=O.[Na+].[Na+].O1CCOCC1.